Dataset: Full USPTO retrosynthesis dataset with 1.9M reactions from patents (1976-2016). Task: Predict the reactants needed to synthesize the given product. (1) Given the product [CH3:15][O:14][C:13]1[N:12]=[C:11]([NH:16][CH2:17][C:18]2[CH:23]=[CH:22][C:21]([O:24][CH3:25])=[CH:20][CH:19]=2)[CH:10]=[N:9][C:8]=1[C:29]1[CH:30]=[CH:31][C:32]([O:34][C:35]([F:37])([F:38])[F:36])=[CH:33][C:28]=1[O:27][CH3:26], predict the reactants needed to synthesize it. The reactants are: C(=O)([O-])[O-].[K+].[K+].Br[C:8]1[N:9]=[CH:10][C:11]([NH:16][CH2:17][C:18]2[CH:23]=[CH:22][C:21]([O:24][CH3:25])=[CH:20][CH:19]=2)=[N:12][C:13]=1[O:14][CH3:15].[CH3:26][O:27][C:28]1[CH:33]=[C:32]([O:34][C:35]([F:38])([F:37])[F:36])[CH:31]=[CH:30][C:29]=1B(O)O. (2) The reactants are: [H-].[Na+].[S:3]1[CH:7]=[CH:6][CH:5]=[C:4]1[C:8]1[N:9]=[CH:10][NH:11][CH:12]=1.[CH3:13][O:14][CH:15]([O:18][CH3:19])[CH2:16]Br. Given the product [CH3:13][O:14][CH:15]([O:18][CH3:19])[CH2:16][N:11]1[CH:12]=[C:8]([C:4]2[S:3][CH:7]=[CH:6][CH:5]=2)[N:9]=[CH:10]1, predict the reactants needed to synthesize it. (3) Given the product [F:1][C:2]1[CH:7]=[C:6]([I:8])[CH:5]=[CH:4][C:3]=1[NH:9][C:10]1[N:11]([CH3:28])[C:12](=[O:27])[C:13]([CH3:26])=[CH:14][C:15]=1[C:16]([N:38]=[N+:39]=[N-:40])=[O:17], predict the reactants needed to synthesize it. The reactants are: [F:1][C:2]1[CH:7]=[C:6]([I:8])[CH:5]=[CH:4][C:3]=1[NH:9][C:10]1[N:11]([CH3:28])[C:12](=[O:27])[C:13]([CH3:26])=[CH:14][C:15]=1[C:16](ON1C(=O)CCC1=O)=[O:17].C1COCC1.CC(C)=O.[N-:38]=[N+:39]=[N-:40].[Na+]. (4) Given the product [C:18]([N:9]1[C@@H:10]([C:15]([OH:17])=[O:16])[C:11]([CH3:13])([CH3:12])[S:14][C@H:1]1[C:2]1[CH:7]=[CH:6][CH:5]=[CH:4][CH:3]=1)(=[O:20])[CH3:19], predict the reactants needed to synthesize it. The reactants are: [CH:1](=O)[C:2]1[CH:7]=[CH:6][CH:5]=[CH:4][CH:3]=1.[NH2:9][C@@H:10]([C:15]([OH:17])=[O:16])[C:11]([SH:14])([CH3:13])[CH3:12].[C:18](OC(=O)C)(=[O:20])[CH3:19]. (5) Given the product [C:21]([N:11]1[CH2:10][CH2:9][N:8]([C:1]([O:3][C:4]([CH3:7])([CH3:6])[CH3:5])=[O:2])[CH2:13][CH2:12]1)(=[O:23])[CH3:22], predict the reactants needed to synthesize it. The reactants are: [C:1]([N:8]1[CH2:13][CH2:12][NH:11][CH2:10][CH2:9]1)([O:3][C:4]([CH3:7])([CH3:6])[CH3:5])=[O:2].C(N(CC)CC)C.[C:21](Cl)(=[O:23])[CH3:22]. (6) Given the product [NH2:17][C:14]1[CH:15]=[CH:16][C:2]([Cl:1])=[C:3]([CH:13]=1)[CH2:4][N:5]1[CH2:9][CH2:8][CH:7]([N:10]([CH3:11])[CH3:12])[CH2:6]1, predict the reactants needed to synthesize it. The reactants are: [Cl:1][C:2]1[CH:16]=[CH:15][C:14]([N+:17]([O-])=O)=[CH:13][C:3]=1[CH2:4][N:5]1[CH2:9][CH2:8][CH:7]([N:10]([CH3:12])[CH3:11])[CH2:6]1.Cl[Sn]Cl.